This data is from Peptide-MHC class I binding affinity with 185,985 pairs from IEDB/IMGT. The task is: Regression. Given a peptide amino acid sequence and an MHC pseudo amino acid sequence, predict their binding affinity value. This is MHC class I binding data. (1) The peptide sequence is AEALKEAL. The MHC is Mamu-A11 with pseudo-sequence Mamu-A11. The binding affinity (normalized) is 0.376. (2) The peptide sequence is VPAPAGPIV. The MHC is Patr-B1301 with pseudo-sequence Patr-B1301. The binding affinity (normalized) is 1.00. (3) The peptide sequence is YGIPFPGSL. The MHC is HLA-B08:01 with pseudo-sequence HLA-B08:01. The binding affinity (normalized) is 0.0847. (4) The binding affinity (normalized) is 0.0847. The MHC is HLA-A24:02 with pseudo-sequence HLA-A24:02. The peptide sequence is HEKGINPNY.